Regression. Given two drug SMILES strings and cell line genomic features, predict the synergy score measuring deviation from expected non-interaction effect. From a dataset of NCI-60 drug combinations with 297,098 pairs across 59 cell lines. (1) Drug 1: CC1C(C(CC(O1)OC2CC(CC3=C2C(=C4C(=C3O)C(=O)C5=C(C4=O)C(=CC=C5)OC)O)(C(=O)C)O)N)O.Cl. Drug 2: C1C(C(OC1N2C=NC3=C2NC=NCC3O)CO)O. Cell line: T-47D. Synergy scores: CSS=11.0, Synergy_ZIP=-5.63, Synergy_Bliss=-2.52, Synergy_Loewe=-19.9, Synergy_HSA=-2.49. (2) Drug 1: C1CC(=O)NC(=O)C1N2CC3=C(C2=O)C=CC=C3N. Drug 2: C(CC(=O)O)C(=O)CN.Cl. Cell line: SK-OV-3. Synergy scores: CSS=2.27, Synergy_ZIP=-5.32, Synergy_Bliss=-1.57, Synergy_Loewe=-2.74, Synergy_HSA=-2.51. (3) Drug 1: CN(C)C1=NC(=NC(=N1)N(C)C)N(C)C. Drug 2: CN(CC1=CN=C2C(=N1)C(=NC(=N2)N)N)C3=CC=C(C=C3)C(=O)NC(CCC(=O)O)C(=O)O. Cell line: UACC-257. Synergy scores: CSS=6.92, Synergy_ZIP=0.262, Synergy_Bliss=5.58, Synergy_Loewe=-8.97, Synergy_HSA=-0.728.